This data is from Full USPTO retrosynthesis dataset with 1.9M reactions from patents (1976-2016). The task is: Predict the reactants needed to synthesize the given product. Given the product [Br:1][C:2]1[C:3]([N:16]([N:17]2[CH2:21][CH2:20][CH2:19][CH2:18]2)[C:22](=[O:25])[CH:23]=[CH2:24])=[N:4][C:5]([N:9]2[C:13]([CH3:14])=[CH:12][CH:11]=[C:10]2[CH3:15])=[N:6][C:7]=1[CH3:8], predict the reactants needed to synthesize it. The reactants are: [Br:1][C:2]1[C:3]([NH:16][N:17]2[CH2:21][CH2:20][CH2:19][CH2:18]2)=[N:4][C:5]([N:9]2[C:13]([CH3:14])=[CH:12][CH:11]=[C:10]2[CH3:15])=[N:6][C:7]=1[CH3:8].[C:22](Cl)(=[O:25])[CH:23]=[CH2:24].